This data is from Full USPTO retrosynthesis dataset with 1.9M reactions from patents (1976-2016). The task is: Predict the reactants needed to synthesize the given product. (1) Given the product [N:31]1([CH2:30][CH2:29][NH:28][C:4]([C:6]2[C:15](=[O:16])[C:14]3[C:9](=[CH:10][C:11]([C:17]4[CH:22]=[CH:21][C:20]([NH2:23])=[CH:19][CH:18]=4)=[CH:12][CH:13]=3)[N:8]([CH2:24][CH3:25])[C:7]=2[NH:28][CH2:29][CH2:30][N:31]2[CH2:35][CH2:34][CH2:33][CH2:32]2)=[O:5])[CH2:35][CH2:34][CH2:33][CH2:32]1, predict the reactants needed to synthesize it. The reactants are: C(O[C:4]([C:6]1[C:15](=[O:16])[C:14]2[C:9](=[CH:10][C:11]([C:17]3[CH:22]=[CH:21][C:20]([NH2:23])=[CH:19][CH:18]=3)=[CH:12][CH:13]=2)[N:8]([CH2:24][CH3:25])[C:7]=1SC)=[O:5])C.[NH2:28][CH2:29][CH2:30][N:31]1[CH2:35][CH2:34][CH2:33][CH2:32]1. (2) Given the product [OH:1][C:2]1[CH:10]=[CH:9][CH:8]=[CH:7][C:3]=1[C:4]([N:13]([CH3:14])[CH3:11])=[O:5], predict the reactants needed to synthesize it. The reactants are: [OH:1][C:2]1[CH:10]=[CH:9][CH:8]=[CH:7][C:3]=1[C:4](O)=[O:5].[C:11](N1C=CN=C1)([N:13]1C=CN=[CH:14]1)=O.CNC. (3) Given the product [C:1]([C:5]1[O:9][N:8]=[C:7]([NH:10][C:11]([NH:13][C:14]2[CH:19]=[CH:18][C:17]([O:20][C:21]3[CH:26]=[CH:25][CH:24]=[C:23]([NH:32][C:35]([O:61][CH2:54][C:55]4[CH:60]=[CH:59][CH:58]=[CH:57][CH:56]=4)=[O:44])[CH:22]=3)=[CH:16][CH:15]=2)=[O:12])[CH:6]=1)([CH3:3])([CH3:4])[CH3:2], predict the reactants needed to synthesize it. The reactants are: [C:1]([C:5]1[O:9][N:8]=[C:7]([NH:10][C:11]([NH:13][C:14]2[CH:19]=[CH:18][C:17]([O:20][C:21]3[CH:26]=[CH:25][CH:24]=[C:23](C(O)=O)[CH:22]=3)=[CH:16][CH:15]=2)=[O:12])[CH:6]=1)([CH3:4])([CH3:3])[CH3:2].CC[N:32]([CH2:35]C)CC.C1C=CC(P(N=[N+]=[N-])(C2C=CC=CC=2)=[O:44])=CC=1.[CH2:54]([OH:61])[C:55]1[CH:60]=[CH:59][CH:58]=[CH:57][CH:56]=1.Cl. (4) Given the product [CH3:8][C:6]1([CH3:7])[C:2]2[NH:1][C:13](=[O:14])[NH:17][C:9](=[O:11])[C:3]=2[CH2:4][CH2:5]1, predict the reactants needed to synthesize it. The reactants are: [NH2:1][C:2]1[C:6]([CH3:8])([CH3:7])[CH2:5][CH2:4][C:3]=1[C:9]([O:11]C)=O.[C:13](Cl)(Cl)=[O:14].[N:17]1C=CC=CC=1.[NH4+].[OH-]. (5) Given the product [O:18]=[C:9]1[C:10]2[C:15](=[CH:14][CH:13]=[CH:12][CH:11]=2)[C:16](=[O:17])[N:8]1[CH2:1][C:2]1[CH:3]=[CH:4][C:5]([S:19]([Cl:23])(=[O:21])=[O:20])=[CH:6][CH:7]=1, predict the reactants needed to synthesize it. The reactants are: [CH2:1]([N:8]1[C:16](=[O:17])[C:15]2[C:10](=[CH:11][CH:12]=[CH:13][CH:14]=2)[C:9]1=[O:18])[C:2]1[CH:7]=[CH:6][CH:5]=[CH:4][CH:3]=1.[S:19]([Cl:23])(=O)(=[O:21])[OH:20]. (6) Given the product [CH3:5][C:3]([CH3:4])([C:2]1[S:14][CH:16]=[CH:17][N:1]=1)[NH2:6], predict the reactants needed to synthesize it. The reactants are: [NH2:1][C:2](=[S:14])[C:3]([NH:6]C(=O)OC(C)(C)C)([CH3:5])[CH3:4].Br[CH2:16][CH:17](OC)OC.CC1C=CC(S(O)(=O)=O)=CC=1.